Dataset: Catalyst prediction with 721,799 reactions and 888 catalyst types from USPTO. Task: Predict which catalyst facilitates the given reaction. (1) Reactant: C(OC([N:8]1[CH2:13][CH2:12][CH:11]([O:14][C:15]2[C:19]([C:20](=[O:27])[C:21]3[CH:26]=[CH:25][CH:24]=[CH:23][CH:22]=3)=[C:18]([NH2:28])[N:17]([C:29]3[CH:34]=[C:33]([C:35](=[O:40])[NH:36][CH:37]4[CH2:39][CH2:38]4)[CH:32]=[CH:31][C:30]=3[CH3:41])[N:16]=2)[CH2:10][CH2:9]1)=O)(C)(C)C.[F:42][C:43]([F:48])([F:47])[C:44]([OH:46])=[O:45]. Product: [F:42][C:43]([F:48])([F:47])[C:44]([OH:46])=[O:45].[NH2:28][C:18]1[N:17]([C:29]2[CH:34]=[C:33]([CH:32]=[CH:31][C:30]=2[CH3:41])[C:35]([NH:36][CH:37]2[CH2:38][CH2:39]2)=[O:40])[N:16]=[C:15]([O:14][CH:11]2[CH2:12][CH2:13][NH:8][CH2:9][CH2:10]2)[C:19]=1[C:20](=[O:27])[C:21]1[CH:22]=[CH:23][CH:24]=[CH:25][CH:26]=1. The catalyst class is: 4. (2) Reactant: [C:1]([C:3]1([NH:6][C:7]([C@@H:9]2[CH2:13][C@@H:12]([S:14]([C:17]3[CH:22]=[CH:21][C:20]([O:23][CH2:24][C:25]([F:28])([F:27])[F:26])=[CH:19][C:18]=3[C:29]([F:32])([F:31])[F:30])(=[O:16])=[O:15])[CH2:11][NH:10]2)=[O:8])[CH2:5][CH2:4]1)#[N:2].[F:33][C:34]([F:42])([F:41])[C:35]1([C:38](O)=[O:39])[CH2:37][CH2:36]1.CN(C(ON1N=NC2C=CC=NC1=2)=[N+](C)C)C.F[P-](F)(F)(F)(F)F.CCN(C(C)C)C(C)C.C(OC(C)=O)(C)C. Product: [C:1]([C:3]1([NH:6][C:7]([C@@H:9]2[CH2:13][C@@H:12]([S:14]([C:17]3[CH:22]=[CH:21][C:20]([O:23][CH2:24][C:25]([F:26])([F:27])[F:28])=[CH:19][C:18]=3[C:29]([F:31])([F:32])[F:30])(=[O:16])=[O:15])[CH2:11][N:10]2[C:38]([C:35]2([C:34]([F:42])([F:41])[F:33])[CH2:37][CH2:36]2)=[O:39])=[O:8])[CH2:5][CH2:4]1)#[N:2]. The catalyst class is: 3. (3) Reactant: [F:1][C:2]1[CH:9]=[CH:8][C:7]([CH:10]=O)=[CH:6][C:3]=1[C:4]#[N:5].[CH2:12]([O:16][C:17]1[CH:22]=[CH:21][CH:20]=[CH:19][C:18]=1[C:23]([O:25][Si](C)(C)C)=[CH2:24])[CH:13]([CH3:15])[CH3:14]. Product: [F:1][C:2]1[CH:9]=[CH:8][C:7](/[CH:10]=[CH:24]/[C:23]([C:18]2[CH:19]=[CH:20][CH:21]=[CH:22][C:17]=2[O:16][CH2:12][CH:13]([CH3:15])[CH3:14])=[O:25])=[CH:6][C:3]=1[C:4]#[N:5]. The catalyst class is: 528. (4) Reactant: [F:1][C:2]1[CH:3]=[C:4]([C:9]2[C:18](=[O:19])[C:17]3[C:12](=[CH:13][CH:14]=[C:15]([F:20])[CH:16]=3)[NH:11][C:10]=2[CH2:21][CH3:22])[CH:5]=[C:6]([F:8])[CH:7]=1.[H-].[Na+].[CH3:25]I. Product: [F:1][C:2]1[CH:3]=[C:4]([C:9]2[C:18](=[O:19])[C:17]3[C:12](=[CH:13][CH:14]=[C:15]([F:20])[CH:16]=3)[N:11]([CH3:25])[C:10]=2[CH2:21][CH3:22])[CH:5]=[C:6]([F:8])[CH:7]=1. The catalyst class is: 3. (5) Product: [CH3:33][C@H:34]([CH:38]=[CH2:39])[C:35]([NH:1][C:2]1[CH:3]=[N:4][N:5]([CH2:25][O:26][CH2:27][CH2:28][Si:29]([CH3:31])([CH3:32])[CH3:30])[C:6]=1[C:7]1[CH:8]=[C:9]([C@@H:13]([NH:17][C:18](=[O:24])[O:19][C:20]([CH3:21])([CH3:22])[CH3:23])[CH2:14][CH:15]=[CH2:16])[CH:10]=[CH:11][CH:12]=1)=[O:36]. The catalyst class is: 25. Reactant: [NH2:1][C:2]1[CH:3]=[N:4][N:5]([CH2:25][O:26][CH2:27][CH2:28][Si:29]([CH3:32])([CH3:31])[CH3:30])[C:6]=1[C:7]1[CH:8]=[C:9]([C@@H:13]([NH:17][C:18](=[O:24])[O:19][C:20]([CH3:23])([CH3:22])[CH3:21])[CH2:14][CH:15]=[CH2:16])[CH:10]=[CH:11][CH:12]=1.[CH3:33][C@H:34]([CH:38]=[CH2:39])[C:35](O)=[O:36].N1C=CC=CC=1.C(P1(=O)OP(CCC)(=O)OP(CCC)(=O)O1)CC.